From a dataset of Full USPTO retrosynthesis dataset with 1.9M reactions from patents (1976-2016). Predict the reactants needed to synthesize the given product. (1) The reactants are: [C:1]([C:4]1[S:5][C:6](Br)=[CH:7][CH:8]=1)(=[O:3])[CH3:2].[F:10][C:11]([F:22])([F:21])[C:12]1[CH:13]=[C:14](B(O)O)[CH:15]=[CH:16][CH:17]=1. Given the product [F:10][C:11]([F:22])([F:21])[C:12]1[CH:17]=[C:16]([C:6]2[S:5][C:4]([C:1](=[O:3])[CH3:2])=[CH:8][CH:7]=2)[CH:15]=[CH:14][CH:13]=1, predict the reactants needed to synthesize it. (2) Given the product [NH2:1][C:2]1[C:11]2[C:6](=[C:7]([C:25]3[CH:24]=[N:23][CH:22]=[C:21]([O:20][CH3:19])[CH:26]=3)[CH:8]=[CH:9][CH:10]=2)[N:5]=[N:4][C:3]=1[C:13]([NH:15][CH2:16][CH2:17][CH3:18])=[O:14], predict the reactants needed to synthesize it. The reactants are: [NH2:1][C:2]1[C:11]2[C:6](=[C:7](Br)[CH:8]=[CH:9][CH:10]=2)[N:5]=[N:4][C:3]=1[C:13]([NH:15][CH2:16][CH2:17][CH3:18])=[O:14].[CH3:19][O:20][C:21]1[CH:22]=[N:23][CH:24]=[C:25](B2OC(C)(C)C(C)(C)O2)[CH:26]=1. (3) Given the product [C:10]([C:8]1[N:9]=[C:5]([C:3]([OH:4])=[O:2])[N:6]([CH3:14])[CH:7]=1)([CH3:13])([CH3:11])[CH3:12], predict the reactants needed to synthesize it. The reactants are: C[O:2][C:3]([C:5]1[N:6]([CH3:14])[CH:7]=[C:8]([C:10]([CH3:13])([CH3:12])[CH3:11])[N:9]=1)=[O:4].[OH-].[Na+].Cl. (4) Given the product [CH2:1]([CH:8]1[CH2:9][CH2:10][N:11]([CH2:14][C:15]([OH:17])=[O:16])[CH2:12][CH2:13]1)[C:2]1[CH:3]=[CH:4][CH:5]=[CH:6][CH:7]=1, predict the reactants needed to synthesize it. The reactants are: [CH2:1]([CH:8]1[CH2:13][CH2:12][N:11]([CH2:14][C:15]([O:17]CC)=[O:16])[CH2:10][CH2:9]1)[C:2]1[CH:7]=[CH:6][CH:5]=[CH:4][CH:3]=1. (5) Given the product [CH:38]([S:39]([N:11]1[CH2:10][CH2:9][N:8]([C:5]2[CH:4]=[C:3]([C:14]3[N:18]([CH3:19])[C:17]4[CH:20]=[CH:21][CH:22]=[CH:23][C:16]=4[N:15]=3)[C:2]([F:1])=[CH:7][N:6]=2)[CH2:13][CH2:12]1)(=[O:41])=[O:40])=[CH2:37], predict the reactants needed to synthesize it. The reactants are: [F:1][C:2]1[C:3]([C:14]2[N:18]([CH3:19])[C:17]3[CH:20]=[CH:21][CH:22]=[CH:23][C:16]=3[N:15]=2)=[CH:4][C:5]([N:8]2[CH2:13][CH2:12][NH:11][CH2:10][CH2:9]2)=[N:6][CH:7]=1.CCN(C(C)C)C(C)C.C(O[CH2:37][CH2:38][S:39](Cl)(=[O:41])=[O:40])(=O)C. (6) Given the product [C:1]([O:5][C:6]([N:8]1[C@@H:12]([CH2:13][C:14]([CH3:20])([CH3:19])[CH2:15][C:16]([N:44]2[C:45]3[C:50](=[CH:49][CH:48]=[CH:47][CH:46]=3)[CH2:51][CH:42]([NH:41][C:40]([O:39][CH3:38])=[O:52])[CH2:43]2)=[O:17])[CH2:11][O:10][C:9]1([CH3:22])[CH3:21])=[O:7])([CH3:4])([CH3:3])[CH3:2], predict the reactants needed to synthesize it. The reactants are: [C:1]([O:5][C:6]([N:8]1[C@@H:12]([CH2:13][C:14]([CH3:20])([CH3:19])[CH2:15][C:16](O)=[O:17])[CH2:11][O:10][C:9]1([CH3:22])[CH3:21])=[O:7])([CH3:4])([CH3:3])[CH3:2].O=C1N(P(Cl)(N2CCOC2=O)=O)CCO1.[CH3:38][O:39][C:40](=[O:52])[NH:41][CH:42]1[CH2:51][C:50]2[C:45](=[CH:46][CH:47]=[CH:48][CH:49]=2)[NH:44][CH2:43]1.[OH-].[Na+]. (7) The reactants are: [NH:1]1[CH2:6][CH2:5][O:4][CH2:3][C:2]1=[NH:7].Br[C:9](=[CH:12]OC(C)C)[CH:10]=[O:11].C(=O)([O-])[O-].[K+].[K+]. Given the product [N:7]1[C:9]([CH:10]=[O:11])=[CH:12][N:1]2[CH2:6][CH2:5][O:4][CH2:3][C:2]=12, predict the reactants needed to synthesize it. (8) Given the product [CH3:13][S:10]([C:7]1[CH:8]=[CH:9][C:3]([OH:2])=[C:4]([NH2:5])[CH:6]=1)(=[O:11])=[O:12], predict the reactants needed to synthesize it. The reactants are: C[O:2][C:3]1[CH:9]=[CH:8][C:7]([S:10]([CH3:13])(=[O:12])=[O:11])=[CH:6][C:4]=1[NH2:5].B(Br)(Br)Br.